This data is from Full USPTO retrosynthesis dataset with 1.9M reactions from patents (1976-2016). The task is: Predict the reactants needed to synthesize the given product. (1) The reactants are: [F:1]C1C=CC=CC=1C(Cl)=O.[CH3:11][O:12][C:13]1[CH:14]=[C:15]2[C:20](=[CH:21][C:22]=1[O:23][CH3:24])[N:19]=[CH:18][CH:17]=[C:16]2[O:25][C:26]1[CH:32]=[CH:31][C:29]([NH2:30])=[C:28](F)[CH:27]=1.[F:34][C:35]1[CH:40]=[CH:39][CH:38]=[CH:37][C:36]=1[C:41]([N:43]=[C:44]=[S:45])=[O:42]. Given the product [F:34][C:35]1[CH:40]=[CH:39][CH:38]=[CH:37][C:36]=1[C:41]([N:43]=[C:44]=[S:45])=[O:42].[CH3:11][O:12][C:13]1[CH:14]=[C:15]2[C:20](=[CH:21][C:22]=1[O:23][CH3:24])[N:19]=[CH:18][CH:17]=[C:16]2[O:25][C:26]1[CH:32]=[CH:31][C:29]([NH:30][C:44]([NH:43][C:41](=[O:42])[C:36]2[CH:37]=[CH:38][CH:39]=[CH:40][C:35]=2[F:34])=[S:45])=[CH:28][C:27]=1[F:1], predict the reactants needed to synthesize it. (2) Given the product [Br:11][C:12]1[C:21]2[C:16](=[CH:17][CH:18]=[CH:19][CH:20]=2)[C:15]([O:10][CH:8]2[CH2:7][NH:6][CH2:5][C:4]3[CH:3]=[CH:2][S:1][C:9]2=3)=[CH:14][CH:13]=1, predict the reactants needed to synthesize it. The reactants are: [S:1]1[C:9]2[CH:8]([OH:10])[CH2:7][NH:6][CH2:5][C:4]=2[CH:3]=[CH:2]1.[Br:11][C:12]1[C:21]2[C:16](=[CH:17][CH:18]=[CH:19][CH:20]=2)[C:15](F)=[CH:14][CH:13]=1. (3) Given the product [ClH:1].[Cl:1][C:2]1[CH:27]=[C:26]([Cl:28])[CH:25]=[CH:24][C:3]=1[O:4][C:5]1[CH:10]=[CH:9][CH:8]=[CH:7][C:6]=1[NH:11][S:12]([C:15]1[CH:23]=[CH:22][C:18]([C:19]([NH:46][CH2:45][CH2:44][CH2:43][CH2:42][CH:39]2[CH2:38][CH2:37][NH:36][CH2:41][CH2:40]2)=[O:20])=[CH:17][CH:16]=1)(=[O:13])=[O:14], predict the reactants needed to synthesize it. The reactants are: [Cl:1][C:2]1[CH:27]=[C:26]([Cl:28])[CH:25]=[CH:24][C:3]=1[O:4][C:5]1[CH:10]=[CH:9][CH:8]=[CH:7][C:6]=1[NH:11][S:12]([C:15]1[CH:23]=[CH:22][C:18]([C:19](O)=[O:20])=[CH:17][CH:16]=1)(=[O:14])=[O:13].C(OC([N:36]1[CH2:41][CH2:40][CH:39]([CH2:42][CH2:43][CH2:44][CH2:45][NH2:46])[CH2:38][CH2:37]1)=O)(C)(C)C. (4) The reactants are: [OH:1][C:2]1[N:7]=[C:6]([CH3:8])[CH:5]=[C:4]([CH3:9])[N:3]=1.[Br:10]N1C(=O)CCC1=O. Given the product [OH:1][C:2]1[N:7]=[C:6]([CH3:8])[C:5]([Br:10])=[C:4]([CH3:9])[N:3]=1, predict the reactants needed to synthesize it. (5) The reactants are: [CH2:1]([O:8][C:9]1[C:14](=[O:15])[CH:13]=[C:12]([CH2:16][NH:17][S:18]([C:21]2[CH:22]=[C:23]([CH3:27])[CH:24]=[CH:25][CH:26]=2)(=[O:20])=[O:19])[N:11]([CH3:28])[C:10]=1[C:29](O)=[O:30])[C:2]1[CH:7]=[CH:6][CH:5]=[CH:4][CH:3]=1.[CH3:32][NH:33]C(C1N(C)C(C(S(C2C=CC=CC=2)(=O)=O)N)=CC(=O)C=1OCC1C=CC=CC=1)=O. Given the product [CH3:32][NH:33][C:29]([C:10]1[N:11]([CH3:28])[C:12]([CH2:16][NH:17][S:18]([C:21]2[CH:22]=[C:23]([CH3:27])[CH:24]=[CH:25][CH:26]=2)(=[O:20])=[O:19])=[CH:13][C:14](=[O:15])[C:9]=1[O:8][CH2:1][C:2]1[CH:3]=[CH:4][CH:5]=[CH:6][CH:7]=1)=[O:30], predict the reactants needed to synthesize it. (6) Given the product [NH2:24][CH2:22][CH:19]1[CH2:20][CH2:21][N:16]([CH2:1][CH2:2][CH2:3][CH2:4][CH2:5][CH2:6][CH2:7][CH2:8][CH2:9][CH2:10][CH2:11][CH2:12][CH2:13][CH2:14][CH3:15])[CH2:17][CH2:18]1, predict the reactants needed to synthesize it. The reactants are: [CH2:1]([N:16]1[CH2:21][CH2:20][CH:19]([C:22]([NH2:24])=O)[CH2:18][CH2:17]1)[CH2:2][CH2:3][CH2:4][CH2:5][CH2:6][CH2:7][CH2:8][CH2:9][CH2:10][CH2:11][CH2:12][CH2:13][CH2:14][CH3:15].[H-].[H-].[H-].[H-].[Li+].[Al+3]. (7) Given the product [CH3:1][C:2]1[C:3]([C:22]([C:27]2[NH:31][C:30]3[CH:40]=[CH:41][C:42]([C:44]#[N:45])=[CH:43][C:29]=3[N:28]=2)([N:24]([CH3:26])[CH3:25])[CH3:23])=[C:4]2[C:8](=[C:9]([CH3:11])[CH:10]=1)[NH:7][CH:6]=[CH:5]2, predict the reactants needed to synthesize it. The reactants are: [CH3:1][C:2]1[C:3]([C:22]([C:27]2[N:31](COCC[Si](C)(C)C)[C:30]3[CH:40]=[CH:41][C:42]([C:44]#[N:45])=[CH:43][C:29]=3[N:28]=2)([N:24]([CH3:26])[CH3:25])[CH3:23])=[C:4]2[C:8](=[C:9]([CH3:11])[CH:10]=1)[N:7](S(C1C=CC(C)=CC=1)(=O)=O)[CH:6]=[CH:5]2.CC1C(C(C2N(COCC[Si](C)(C)C)C3C=C(C#N)C=CC=3N=2)(N(C)C)C)=C2C(=C(C)C=1)N(S(C1C=CC(C)=CC=1)(=O)=O)C=C2. (8) Given the product [NH2:1][C:2]1[C:7]2=[C:8]([Br:24])[CH:9]=[C:10]([CH:11]3[CH2:12][CH2:13][N:14]([C:17]([O:19][C:20]([CH3:23])([CH3:22])[CH3:21])=[O:18])[CH2:15][CH2:16]3)[N:6]2[N:5]=[CH:4][N:3]=1, predict the reactants needed to synthesize it. The reactants are: [NH2:1][C:2]1[C:7]2=[CH:8][CH:9]=[C:10]([CH:11]3[CH2:16][CH2:15][N:14]([C:17]([O:19][C:20]([CH3:23])([CH3:22])[CH3:21])=[O:18])[CH2:13][CH2:12]3)[N:6]2[N:5]=[CH:4][N:3]=1.[Br:24]N1C(C)(C)C(=O)N(Br)C1=O. (9) Given the product [F:1][C:2]1[CH:7]=[CH:6][C:5]([CH3:8])=[CH:4][C:3]=1[CH2:9][CH2:10][CH2:11][O:12][CH:13]1[CH2:18][CH2:17][CH2:16][CH2:15][O:14]1, predict the reactants needed to synthesize it. The reactants are: [F:1][C:2]1[CH:7]=[CH:6][C:5]([CH3:8])=[CH:4][C:3]=1[C:9]#[C:10][CH2:11][O:12][CH:13]1[CH2:18][CH2:17][CH2:16][CH2:15][O:14]1. (10) Given the product [N:15]12[CH2:20][CH2:19][CH:18]([CH2:17][CH2:16]1)[CH:13]([C:11]1[NH:12][C:4](=[O:6])[C:3]3[C:2]([CH:1]=1)=[CH:10][CH:9]=[CH:8][CH:7]=3)[CH2:14]2, predict the reactants needed to synthesize it. The reactants are: [CH3:1][C:2]1[CH:10]=[CH:9][CH:8]=[CH:7][C:3]=1[C:4]([OH:6])=O.[C:11]([CH:13]1[CH:18]2[CH2:19][CH2:20][N:15]([CH2:16][CH2:17]2)[CH2:14]1)#[N:12].